This data is from Experimentally validated miRNA-target interactions with 360,000+ pairs, plus equal number of negative samples. The task is: Binary Classification. Given a miRNA mature sequence and a target amino acid sequence, predict their likelihood of interaction. (1) The miRNA is hsa-miR-523-3p with sequence GAACGCGCUUCCCUAUAGAGGGU. The protein sequence of the target gene is MYKSVSETRHPLQSEEQEVGIDPLFSYSNKTRGDLSQNGRGSNSTLDTEGTFNSYMKEWEELFVNNNYLATVRQKGINGQLRSSRFRSICWKLFLCVLPQDKSQWISKIKELRAWYSSIKEIHITNPRKAAGQQDLMINNPLSQDEGSLWNKFFQDKELRSMIEQDVKRTFPEMQFFQQENVRKILTDVLFCYARENEQLLYKQGMHELLAPIIFTLHCDHQAFLHASESAQPSEEMKTLLNPEYLEHDAYAMFSQLMETAEPWFSTFEHDGQKGKETLMAPIPFARPQDLGPTVAIVTK.... Result: 0 (no interaction). (2) The miRNA is hsa-miR-9-3p with sequence AUAAAGCUAGAUAACCGAAAGU. The protein sequence of the target gene is MPARLETCISDLDCASSSGSDLSGFLTDEEDCARLQQAASASGPPAPARRGAPNISRASEVPGAQDDEQERRRRRGRTRVRSEALLHSLRRSRRVKANDRERNRMHNLNAALDALRSVLPSFPDDTKLTKIETLRFAYNYIWALAETLRLADQGLPGGGARERLLPPQCVPCLPGPPSPASDAESWGSGAAAASPLSDPSSPAASEDFTYRPGDPVFSFPSLPKDLLHTTPCFIPYH. Result: 1 (interaction). (3) The miRNA is hsa-miR-4441 with sequence ACAGGGAGGAGAUUGUA. The protein sequence of the target gene is MNLQAQPKAQNKRKRCLFGGQEPAPKEQPPPLQPPQQSIRVKEEQYLGHEGPGGAVSTSQPVELPPPSSLALLNSVVYGPERTSAAMLSQQVASVKWPNSVMAPGRGPERGGGGGVSDSSWQQQPGQPPPHSTWNCHSLSLYSATKGSPHPGVGVPTYYNHPEALKREKAGGPQLDRYVRPMMPQKVQLEVGRPQAPLNSFHAAKKPPNQSLPLQPFQLAFGHQVNRQVFRQGPPPPNPVAAFPPQKQQQQQQPQQQQQQQQAALPQMPLFENFYSMPQQPSQQPQDFGLQPAGPLGQSH.... Result: 1 (interaction). (4) The miRNA is hsa-miR-5572 with sequence GUUGGGGUGCAGGGGUCUGCU. The protein sequence of the target gene is MDGRDFGPQRSVHGPPPPLLSGLAMDSHRVGAATAGRLPASGLPGPLPPGKYMAGLNLHPHPGEAFLGSFVASGMGPSASSHGSPVPLPSDLSFRSPTPSNLPMVQLWAAHAHEGFSHLPSGLYPSYLHLNHLEPPSSGSPLLSQLGQPSIFDTQKGQGPGGDGFYLPTAGAPGSLHSHAPSARTPGGGHSSGAPAKGSSSRDGPAKERAGRGGEPPPLFGKKDPRARGEEASGPRGVVDLTQEARAEGRQDRGPPRLAERLSPFLAESKTKNAALQPSVLTMCNGGAGDVGLPALVAEA.... Result: 1 (interaction). (5) The miRNA is hsa-miR-658 with sequence GGCGGAGGGAAGUAGGUCCGUUGGU. The protein sequence of the target gene is MEEAEGVAAAPGPASGLAFRGRRAMSGSWERDQQVEAAQRTLVEVLGPYEPLLSRVQAALVWERPARSALWCLGLNAAFWFFALTSLRFVFLLAFSLMIIVCIDQWKNKIWPEINVPRPDALDNESWGFVHPRLLSVPELCHHVAEVWVSGTIFIRNLLLFKKQNPGKFCLLSCGVLTFLAMLGRYIPGLLLSYLMLVIIMMWPLAVYHRLWDRAYVRLKPVLQRLDFSVRGYMMSKQRERQLRRRALHSERATDSHSDSEEELAAFCPQLDDSTVARELAITDSEHSDAEVSCTENGTF.... Result: 0 (no interaction). (6) The miRNA is hsa-miR-8059 with sequence GGGGAACUGUAGAUGAAAAGGC. The protein sequence of the target gene is MATSANLDIGAQLIVEECPSSYISGMPDIKLEHQLDPNPDEGAAQGVAMGMKFILPNRFDMNVCSRFVKSLNEEDSKNIQDQVNSDLEVASVLFKAECNIHTSPSPGIQVRHVYTPSTTKHFSPIKQSTTLTNKHRGNEVSTTPLLANSLSAHQLAAQGEMLYLATRIEQENVINHTDEEGFTPLMWAAAHGQIAVVEFLLQNGADPQLLGKGRESALSLACSKGYTDIVKMLLDCGVDVNEYDWNGGTPLLYAVHGNHVKCVKMLLENGADPTIETDSGYNSMDLAVALGYRGVQQAIE.... Result: 0 (no interaction). (7) The miRNA is mmu-miR-7b-5p with sequence UGGAAGACUUGUGAUUUUGUUGUU. The protein sequence of the target gene is MTLRRRGEKATISIQEHMAIDVCPGPIRPIKQISDYFPRFPRGLPPTAAPRAPAPPDAPARSPAASASPRSPSDGARDDDEDVDQLFGAYGASPGPSPGPSPARPPAKPPEDEPDVDGYESDDCTALGTLDFSLLYDQENNALHCTISKAKGLKPMDHNGLADPYVKLHLLPGASKANKLRTKTLRNTLNPSWNETLTYYGITDEDMVRKTLRISVCDEDKFRHNEFIGETRVPLKKLKPNHTKTFSICLEKQLPVDKAEDKSLEERGRILISLKYSSQKQGLLVGIVRCAHLAAMDANG.... Result: 1 (interaction).